Dataset: Full USPTO retrosynthesis dataset with 1.9M reactions from patents (1976-2016). Task: Predict the reactants needed to synthesize the given product. (1) Given the product [C:1]([C:5]1[CH:6]=[CH:7][C:8]([CH2:9][N:10]=[C:21]=[O:23])=[CH:11][CH:12]=1)([CH3:4])([CH3:2])[CH3:3], predict the reactants needed to synthesize it. The reactants are: [C:1]([C:5]1[CH:12]=[CH:11][C:8]([CH2:9][NH2:10])=[CH:7][CH:6]=1)([CH3:4])([CH3:3])[CH3:2].C(N(CC)CC)C.Cl[C:21](Cl)([O:23]C(=O)OC(Cl)(Cl)Cl)Cl.O. (2) Given the product [C:18]([C@H:17]1[O:16][C@H:15]2[C@H:11]([N:12]=[C:13]([N:21]([CH2:29][CH:30]=[CH2:31])[C:22](=[O:28])[O:23][C:24]([CH3:27])([CH3:25])[CH3:26])[S:14]2)[C@@H:10]([O:32][CH2:33][C:34]2[CH:39]=[CH:38][CH:37]=[CH:36][CH:35]=2)[C@@H:9]1[O:8][CH2:1][C:2]1[CH:7]=[CH:6][CH:5]=[CH:4][CH:3]=1)(=[O:20])[CH3:19], predict the reactants needed to synthesize it. The reactants are: [CH2:1]([O:8][C@@H:9]1[C@@H:17]([CH:18]([OH:20])[CH3:19])[O:16][C@H:15]2[C@H:11]([N:12]=[C:13]([N:21]([CH2:29][CH:30]=[CH2:31])[C:22](=[O:28])[O:23][C:24]([CH3:27])([CH3:26])[CH3:25])[S:14]2)[C@H:10]1[O:32][CH2:33][C:34]1[CH:39]=[CH:38][CH:37]=[CH:36][CH:35]=1)[C:2]1[CH:7]=[CH:6][CH:5]=[CH:4][CH:3]=1. (3) Given the product [C:1]1([NH:11][C:12](=[O:23])[CH2:13][CH2:14][CH2:15][CH2:16][CH3:17])[C:10]2[C:5](=[CH:6][CH:7]=[CH:8][CH:9]=2)[CH:4]=[CH:3][CH:2]=1, predict the reactants needed to synthesize it. The reactants are: [C:1]1([NH:11][C:12](=[O:23])[CH2:13][CH2:14][CH2:15][CH2:16][CH2:17]NC(=O)CS)[C:10]2[C:5](=[CH:6][CH:7]=[CH:8][CH:9]=2)[CH:4]=[CH:3][CH:2]=1.N.